From a dataset of Full USPTO retrosynthesis dataset with 1.9M reactions from patents (1976-2016). Predict the reactants needed to synthesize the given product. (1) Given the product [NH2:15][CH2:14][C:13]1[CH:23]=[CH:24][C:10]([NH:9][C:4]2[CH:5]=[CH:6][CH:7]=[CH:8][C:3]=2[C:1]#[N:2])=[CH:11][CH:12]=1.[F:25][C:26]([F:31])([F:30])[C:27]([O-:29])=[O:28], predict the reactants needed to synthesize it. The reactants are: [C:1]([C:3]1[CH:8]=[CH:7][CH:6]=[CH:5][C:4]=1[NH:9][C:10]1[CH:24]=[CH:23][C:13]([CH2:14][NH:15]C(=O)OC(C)(C)C)=[CH:12][CH:11]=1)#[N:2].[F:25][C:26]([F:31])([F:30])[C:27]([OH:29])=[O:28]. (2) Given the product [F:1][C:2]1[CH:14]=[C:13]([N:15]2[CH2:19][C@H:18]([CH2:20][N:21]3[CH:25]=[CH:24][N:23]=[N:22]3)[O:17][C:16]2=[O:26])[CH:12]=[CH:11][C:3]=1[C:4]1[S:36][C:8]([CH3:9])=[N:7][N:6]=1, predict the reactants needed to synthesize it. The reactants are: [F:1][C:2]1[CH:14]=[C:13]([N:15]2[CH2:19][C@H:18]([CH2:20][N:21]3[CH:25]=[CH:24][N:23]=[N:22]3)[O:17][C:16]2=[O:26])[CH:12]=[CH:11][C:3]=1[C:4]([NH:6][NH:7][C:8](=O)[CH3:9])=O.COC1C=CC(P2(SP(C3C=CC(OC)=CC=3)(=S)S2)=[S:36])=CC=1. (3) Given the product [Cl:23][C:19]1[CH:18]=[C:17]([C:15](=[O:16])[CH2:14][OH:4])[CH:22]=[CH:21][CH:20]=1, predict the reactants needed to synthesize it. The reactants are: BrCC(C1C=CC=CC=1OC)=[O:4].Br[CH2:14][C:15]([C:17]1[CH:22]=[CH:21][CH:20]=[C:19]([Cl:23])[CH:18]=1)=[O:16]. (4) Given the product [Cl:1][C:2]1[CH:10]=[CH:9][CH:8]=[CH:7][C:3]=1[C:4]([NH:19][CH2:18][CH:17]([C:14]1[CH:13]=[CH:12][N:11]=[CH:16][CH:15]=1)[C:20]1[CH:21]=[CH:22][C:23]([C:26]([F:29])([F:27])[F:28])=[N:24][CH:25]=1)=[O:6], predict the reactants needed to synthesize it. The reactants are: [Cl:1][C:2]1[CH:10]=[CH:9][CH:8]=[CH:7][C:3]=1[C:4]([OH:6])=O.[N:11]1[CH:16]=[CH:15][C:14]([CH:17]([C:20]2[CH:21]=[CH:22][C:23]([C:26]([F:29])([F:28])[F:27])=[N:24][CH:25]=2)[CH2:18][NH2:19])=[CH:13][CH:12]=1. (5) Given the product [CH:26]1([N:24]([CH3:25])[CH:20]2[CH2:19][CH2:18][C:17]([CH3:29])([CH3:30])[C:16]3[CH:15]=[C:14]([NH:13][C:11](=[O:12])[NH:10][C:7]4[CH:6]=[CH:5][C:4]([C:3]([OH:31])=[O:2])=[CH:9][CH:8]=4)[CH:23]=[CH:22][C:21]2=3)[CH2:28][CH2:27]1, predict the reactants needed to synthesize it. The reactants are: C[O:2][C:3](=[O:31])[C:4]1[CH:9]=[CH:8][C:7]([NH:10][C:11]([NH:13][C:14]2[CH:23]=[CH:22][C:21]3[CH:20]([N:24]([CH:26]4[CH2:28][CH2:27]4)[CH3:25])[CH2:19][CH2:18][C:17]([CH3:30])([CH3:29])[C:16]=3[CH:15]=2)=[O:12])=[CH:6][CH:5]=1.[OH-].[Na+].Cl.